Dataset: Catalyst prediction with 721,799 reactions and 888 catalyst types from USPTO. Task: Predict which catalyst facilitates the given reaction. (1) Reactant: [CH3:1][O:2][C@H:3]([CH3:7])[C:4]([OH:6])=O.CCN(C(C)C)C(C)C.CN(C(ON1N=NC2C=CC=NC1=2)=[N+](C)C)C.F[P-](F)(F)(F)(F)F.[OH:41][C:42]([C:44]([F:47])([F:46])[F:45])=[O:43].[F:48][CH:49]([F:77])[CH2:50][NH:51][C:52]1[N:57]=[C:56]2[CH2:58][NH:59][CH2:60][CH2:61][C:55]2=[N:54][C:53]=1[N:62]1[CH2:67][CH2:66][CH:65]([O:68][C:69]2[CH:74]=[CH:73][C:72]([F:75])=[CH:71][C:70]=2[F:76])[CH2:64][CH2:63]1. Product: [F:77][CH:49]([F:48])[CH2:50][NH:51][C:52]1[N:57]=[C:56]2[CH2:58][N:59]([C:4](=[O:6])[C@H:3]([O:2][CH3:1])[CH3:7])[CH2:60][CH2:61][C:55]2=[N:54][C:53]=1[N:62]1[CH2:63][CH2:64][CH:65]([O:68][C:69]2[CH:74]=[CH:73][C:72]([F:75])=[CH:71][C:70]=2[F:76])[CH2:66][CH2:67]1.[C:42]([OH:43])([C:44]([F:47])([F:46])[F:45])=[O:41]. The catalyst class is: 3. (2) The catalyst class is: 97. Product: [Cl:14][C:4]1[CH:5]=[C:6]([S:9][CH2:10][C:11]([OH:13])=[O:12])[CH:7]=[CH:8][CH:3]=1. Reactant: CO[C:3]1[CH:8]=[CH:7][C:6]([S:9][CH2:10][C:11]([OH:13])=[O:12])=[CH:5][CH:4]=1.[Cl:14]C1C=C(S)C=CC=1.BrCC(OCC)=O.[OH-].[K+].[OH-].[Na+]. (3) Reactant: [Mn]([O-])(=O)(=O)=O.[K+].[CH2:7]([N:14]1[C:22]2[C:21](=[O:23])[N:20]([CH2:24][C:25]3[C:34]4[C:29](=[CH:30][CH:31]=[CH:32][CH:33]=4)[CH:28]=[CH:27][CH:26]=3)[N:19]=[CH:18][C:17]=2[N:16]=[C:15]1SC)[C:8]1[CH:13]=[CH:12][CH:11]=[CH:10][CH:9]=1.[S:37]([O-:40])(O)=[O:38].[Na+].[C:42](O)(=O)C. Product: [CH2:7]([N:14]1[C:22]2[C:21](=[O:23])[N:20]([CH2:24][C:25]3[C:34]4[C:29](=[CH:30][CH:31]=[CH:32][CH:33]=4)[CH:28]=[CH:27][CH:26]=3)[N:19]=[CH:18][C:17]=2[N:16]=[C:15]1[S:37]([CH3:42])(=[O:40])=[O:38])[C:8]1[CH:13]=[CH:12][CH:11]=[CH:10][CH:9]=1. The catalyst class is: 6. (4) Reactant: [CH3:1][C:2]1[CH:6]=[C:5]([NH2:7])[NH:4][N:3]=1.O.[N+:9]([CH:12]([CH:15]=O)[CH:13]=O)([O-:11])=[O:10].[Na].CC(O)=O. Product: [CH3:1][C:2]1[C:6]2[C:5](=[N:7][CH:13]=[C:12]([N+:9]([O-:11])=[O:10])[CH:15]=2)[NH:4][N:3]=1. The catalyst class is: 6. (5) Reactant: [CH3:1][C:2]1[C:6]([C:7]2[CH:19]=[C:18]([C:20]([O:22][CH3:23])=[O:21])[C:17]3[C:16]4[C:11](=[CH:12][CH:13]=[C:14]([O:24][CH3:25])[CH:15]=4)[NH:10][C:9]=3[CH:8]=2)=[C:5]([CH3:26])[O:4][N:3]=1.[H-].[Na+].Br[CH2:30][C:31]1[CH:36]=[CH:35][CH:34]=[CH:33][CH:32]=1. Product: [CH2:30]([N:10]1[C:9]2[CH:8]=[C:7]([C:6]3[C:2]([CH3:1])=[N:3][O:4][C:5]=3[CH3:26])[CH:19]=[C:18]([C:20]([O:22][CH3:23])=[O:21])[C:17]=2[C:16]2[C:11]1=[CH:12][CH:13]=[C:14]([O:24][CH3:25])[CH:15]=2)[C:31]1[CH:36]=[CH:35][CH:34]=[CH:33][CH:32]=1. The catalyst class is: 3.